This data is from Forward reaction prediction with 1.9M reactions from USPTO patents (1976-2016). The task is: Predict the product of the given reaction. (1) Given the reactants Br[C:2]1[N:3]=[C:4]([O:28][CH3:29])[C:5]([N:8](COCC[Si](C)(C)C)[S:9]([C:12]2[CH:17]=[CH:16][CH:15]=[C:14]([Cl:18])[C:13]=2[Cl:19])(=[O:11])=[O:10])=[N:6][CH:7]=1.[SH:30][CH2:31][C:32]([NH:34][CH3:35])=[O:33], predict the reaction product. The product is: [Cl:19][C:13]1[C:14]([Cl:18])=[CH:15][CH:16]=[CH:17][C:12]=1[S:9]([NH:8][C:5]1[N:6]=[CH:7][C:2]([S:30][CH2:31][C:32]([NH:34][CH3:35])=[O:33])=[N:3][C:4]=1[O:28][CH3:29])(=[O:10])=[O:11]. (2) The product is: [F:9][C:6]([F:8])([CH3:7])[CH2:5][C@H:4]([NH:10][C:11]([N:13]1[CH2:19][CH2:18][CH2:17][O:16][CH2:15][CH2:14]1)=[O:12])[C:3]([OH:20])=[O:2]. Given the reactants C[O:2][C:3](=[O:20])[C@@H:4]([NH:10][C:11]([N:13]1[CH2:19][CH2:18][CH2:17][O:16][CH2:15][CH2:14]1)=[O:12])[CH2:5][C:6]([F:9])([F:8])[CH3:7].[OH-].[Li+], predict the reaction product. (3) Given the reactants [CH2:1]([NH:8][C:9]([C:11]1[C:12]([C:17]2[CH:22]=[CH:21][CH:20]=[CH:19][C:18]=2[CH2:23][NH2:24])=[CH:13][CH:14]=[CH:15][CH:16]=1)=[O:10])[C:2]1[CH:7]=[CH:6][CH:5]=[CH:4][CH:3]=1.[C:25]([C:28]1[CH:29]=[C:30]([S:34](Cl)(=[O:36])=[O:35])[CH:31]=[CH:32][CH:33]=1)(=[O:27])[CH3:26].C(NC(C1C(C2C=CC=CC=2C(S(C2C=CC=C(C(=O)C)C=2)(=O)=O)N)=CC=CC=1)=O)C1C=CC=CC=1, predict the reaction product. The product is: [CH2:1]([NH:8][C:9]([C:11]1[C:12]([C:17]2[CH:22]=[CH:21][CH:20]=[CH:19][C:18]=2[CH2:23][NH:24][S:34]([C:30]2[CH:31]=[CH:32][CH:33]=[C:28]([C:25](=[O:27])[CH3:26])[CH:29]=2)(=[O:36])=[O:35])=[CH:13][CH:14]=[CH:15][CH:16]=1)=[O:10])[C:2]1[CH:3]=[CH:4][CH:5]=[CH:6][CH:7]=1. (4) The product is: [CH3:22][O:23][C:24]1[CH:31]=[CH:30][C:27]([N:28]([CH3:29])[C:2]2[C:14]3[C:13]4[C:8](=[CH:9][CH:10]=[CH:11][CH:12]=4)[NH:7][C:6]=3[N:5]=[C:4]([NH:15][C:16](=[O:21])[C:17]([CH3:20])([CH3:19])[CH3:18])[N:3]=2)=[CH:26][CH:25]=1. Given the reactants Cl[C:2]1[C:14]2[C:13]3[C:8](=[CH:9][CH:10]=[CH:11][CH:12]=3)[NH:7][C:6]=2[N:5]=[C:4]([NH:15][C:16](=[O:21])[C:17]([CH3:20])([CH3:19])[CH3:18])[N:3]=1.[CH3:22][O:23][C:24]1[CH:31]=[CH:30][C:27]([NH:28][CH3:29])=[CH:26][CH:25]=1, predict the reaction product. (5) Given the reactants [F:1][C:2]1([F:24])[CH2:7][CH2:6][CH:5]([CH2:8][NH:9][C:10]([C:12]2[C:13]3[CH:14]=[CH:15][C:16](Cl)=[N:17][C:18]=3[CH:19]=[CH:20][C:21]=2[Cl:22])=[O:11])[CH2:4][CH2:3]1.[NH2:25][CH2:26][CH2:27][CH2:28][OH:29], predict the reaction product. The product is: [F:1][C:2]1([F:24])[CH2:7][CH2:6][CH:5]([CH2:8][NH:9][C:10]([C:12]2[C:13]3[CH:14]=[CH:15][C:16]([NH:25][CH2:26][CH2:27][CH2:28][OH:29])=[N:17][C:18]=3[CH:19]=[CH:20][C:21]=2[Cl:22])=[O:11])[CH2:4][CH2:3]1. (6) Given the reactants ClC([N:6](C)C)=C(C)C.[NH2:9][C:10]1[C:11]([Cl:20])=[C:12]([CH:16]=[CH:17][C:18]=1[Cl:19])[C:13](O)=[O:14].N, predict the reaction product. The product is: [NH2:9][C:10]1[C:11]([Cl:20])=[C:12]([CH:16]=[CH:17][C:18]=1[Cl:19])[C:13]([NH2:6])=[O:14]. (7) Given the reactants [O:1]1[CH2:6][CH2:5][CH2:4][CH2:3][CH:2]1[N:7]1[C:15]2[C:10](=[CH:11][C:12]([C:16]3[N:20]=[CH:19][N:18]([C:21]([C:34]4C=CC=CC=4)([C:28]4C=CC=CC=4)[C:22]4C=CC=CC=4)[N:17]=3)=[CH:13][CH:14]=2)[C:9]([C:40]2[CH:41]=[C:42]([NH2:46])[CH:43]=[CH:44][CH:45]=2)=[N:8]1.[CH:47]1([C:52](Cl)=[O:53])[CH2:51][CH2:50][CH2:49][CH2:48]1.C(N(CC)CC)C, predict the reaction product. The product is: [CH:47]1([C:52]([NH:46][C:42]2[CH:43]=[CH:44][CH:45]=[C:40]([C:9]3[C:10]4[C:15](=[CH:14][CH:13]=[C:12]([C:16]5[N:20]=[CH:19][N:18]([C:21]([CH3:22])([CH3:34])[CH3:28])[N:17]=5)[CH:11]=4)[N:7]([CH:2]4[CH2:3][CH2:4][CH2:5][CH2:6][O:1]4)[N:8]=3)[CH:41]=2)=[O:53])[CH2:51][CH2:50][CH2:49][CH2:48]1. (8) Given the reactants [Cl:1][C:2]1[CH:3]=[N:4][C:5]2[N:6]([N:8]=[C:9]([CH:11]=O)[N:10]=2)[CH:7]=1.C(C1NC(C=O)=C(C)N=1)C.[Cl:23][C:24]1[CH:29]=[C:28]([CH2:30][CH2:31][C:32]2([CH:40]3[CH2:44][CH2:43][CH2:42][CH2:41]3)[CH2:37][C:36](=[O:38])[CH2:35][C:34](=[O:39])[O:33]2)[CH:27]=[CH:26][C:25]=1[C:45]([CH3:49])([CH3:48])[C:46]#[N:47].C1(C2(CCC3C=CC(C(C)(C)C#N)=C(F)C=3)CC(O)=CC(=O)O2)CCCC1, predict the reaction product. The product is: [Cl:23][C:24]1[CH:29]=[C:28]([CH2:30][CH2:31][C:32]2([CH:40]3[CH2:41][CH2:42][CH2:43][CH2:44]3)[CH2:37][C:36]([OH:38])=[C:35]([CH2:11][C:9]3[N:10]=[C:5]4[N:4]=[CH:3][C:2]([Cl:1])=[CH:7][N:6]4[N:8]=3)[C:34](=[O:39])[O:33]2)[CH:27]=[CH:26][C:25]=1[C:45]([CH3:49])([CH3:48])[C:46]#[N:47]. (9) Given the reactants [C:1]([Cl:5])(=O)CC.[Cl-].[CH3:7][C:8]1[C:17]2[C:12](=[CH:13][C:14]3[O:20][CH2:19][O:18][C:15]=3[CH:16]=2)[CH2:11][CH2:10][N+:9]=1[CH2:21][C:22]1[CH:27]=[CH:26][CH:25]=[CH:24][C:23]=1[F:28], predict the reaction product. The product is: [Cl-:5].[CH2:7]([C:8]1[C:17]2[C:12](=[CH:13][C:14]3[O:20][CH2:19][O:18][C:15]=3[CH:16]=2)[CH2:11][CH2:10][N+:9]=1[CH2:21][C:22]1[CH:27]=[CH:26][CH:25]=[CH:24][C:23]=1[F:28])[CH3:1]. (10) Given the reactants Br[CH2:2][C:3]([C:5]1[CH:10]=[CH:9][C:8]([N+:11]([O-:13])=[O:12])=[CH:7][CH:6]=1)=[O:4].Cl.[N+:15]([C:18]1[CH:23]=[CH:22][C:21]([CH2:24][CH2:25][N:26]2[CH2:31][CH2:30][NH:29][CH2:28][CH2:27]2)=[CH:20][CH:19]=1)([O-:17])=[O:16].CCN(C(C)C)C(C)C.[NH4+].[Cl-], predict the reaction product. The product is: [N+:11]([C:8]1[CH:9]=[CH:10][C:5]([C:3](=[O:4])[CH2:2][N:29]2[CH2:30][CH2:31][N:26]([CH2:25][CH2:24][C:21]3[CH:20]=[CH:19][C:18]([N+:15]([O-:17])=[O:16])=[CH:23][CH:22]=3)[CH2:27][CH2:28]2)=[CH:6][CH:7]=1)([O-:13])=[O:12].